This data is from Catalyst prediction with 721,799 reactions and 888 catalyst types from USPTO. The task is: Predict which catalyst facilitates the given reaction. (1) Reactant: [Cl:1][C:2]1[CH:3]=[C:4]([CH2:9][C:10](=[O:14])[C:11]([OH:13])=[O:12])[CH:5]=[CH:6][C:7]=1[CH3:8].C(N(CC)CC)C.C(OCC)C. Product: [Cl:1][C:2]1[CH:3]=[C:4]([CH2:9][C@@H:10]([OH:14])[C:11]([OH:13])=[O:12])[CH:5]=[CH:6][C:7]=1[CH3:8]. The catalyst class is: 1. (2) Reactant: [C:1]([O:5][C:6]([N:8]1[CH2:12][C:11](=O)[CH2:10][C@H:9]1[C:14]([OH:16])=[O:15])=[O:7])([CH3:4])([CH3:3])[CH3:2].O.Cl.[CH2:19]([O:22][NH2:23])[CH:20]=[CH2:21].N1C=CC=CC=1. Product: [CH2:19]([O:22][N:23]=[C:11]1[CH2:12][N:8]([C:6]([O:5][C:1]([CH3:4])([CH3:3])[CH3:2])=[O:7])[C@H:9]([C:14]([OH:16])=[O:15])[CH2:10]1)[CH:20]=[CH2:21]. The catalyst class is: 8. (3) Reactant: [F:1][C:2]1[CH:3]=[CH:4][C:5]2[N:6]([C:8]([C:11]3[CH:16]=[CH:15][CH:14]=[CH:13][C:12]=3[S:17][CH2:18][CH2:19][OH:20])=[N:9][N:10]=2)[CH:7]=1.CC1C=CC(S(O)(=O)=O)=CC=1.[O:32]1[CH:37]=[CH:36][CH2:35][CH2:34][CH2:33]1. Product: [F:1][C:2]1[CH:3]=[CH:4][C:5]2[N:6]([C:8]([C:11]3[CH:16]=[CH:15][CH:14]=[CH:13][C:12]=3[S:17][CH2:18][CH2:19][O:20][CH:33]3[CH2:34][CH2:35][CH2:36][CH2:37][O:32]3)=[N:9][N:10]=2)[CH:7]=1. The catalyst class is: 2. (4) Reactant: [F:1][C:2]1[CH:9]=[CH:8][C:5]([CH:6]=O)=[CH:4][CH:3]=1.C[Si](Cl)(C)C.[NH2:15][C:16]1[CH:17]=[C:18]([C:23]2[CH:24]=[C:25]3[CH:31]=[CH:30][NH:29][C:26]3=[N:27][CH:28]=2)[CH:19]=[N:20][C:21]=1[Cl:22].C(O[BH-](OC(=O)C)OC(=O)C)(=O)C.[Na+]. Product: [Cl:22][C:21]1[N:20]=[CH:19][C:18]([C:23]2[CH:24]=[C:25]3[CH:31]=[CH:30][NH:29][C:26]3=[N:27][CH:28]=2)=[CH:17][C:16]=1[NH:15][CH2:6][C:5]1[CH:8]=[CH:9][C:2]([F:1])=[CH:3][CH:4]=1. The catalyst class is: 559. (5) Reactant: [Si]([O:8][CH2:9][C:10]1[CH:15]=[C:14]([CH3:16])[C:13]([O:17][C:18](=[O:29])[CH:19]([NH:21][C:22]([O:24][C:25]([CH3:28])([CH3:27])[CH3:26])=[O:23])[CH3:20])=[C:12]([CH3:30])[CH:11]=1)(C(C)(C)C)(C)C.C1COCC1.O. Product: [OH:8][CH2:9][C:10]1[CH:11]=[C:12]([CH3:30])[C:13]([O:17][C:18](=[O:29])[CH:19]([NH:21][C:22]([O:24][C:25]([CH3:27])([CH3:26])[CH3:28])=[O:23])[CH3:20])=[C:14]([CH3:16])[CH:15]=1. The catalyst class is: 15. (6) Reactant: [Br:1][C:2]1[CH:3]=[CH:4][C:5](F)=[C:6]([CH:9]=1)[C:7]#[N:8].[C:11]([O:15][C:16]([N:18]1[CH2:23][CH2:22][NH:21][CH2:20][CH2:19]1)=[O:17])([CH3:14])([CH3:13])[CH3:12].C([O-])([O-])=O.[Na+].[Na+]. Product: [C:11]([O:15][C:16]([N:18]1[CH2:23][CH2:22][N:21]([C:5]2[CH:4]=[CH:3][C:2]([Br:1])=[CH:9][C:6]=2[C:7]#[N:8])[CH2:20][CH2:19]1)=[O:17])([CH3:14])([CH3:12])[CH3:13]. The catalyst class is: 18. (7) Reactant: [Si]([O:8][CH2:9][C:10]1[CH:11]=[C:12]([C:16]2[N:17]=[C:18]([N:25]3[CH2:30][CH2:29][O:28][CH2:27][CH2:26]3)[C:19]3[NH:24][CH:23]=[CH:22][C:20]=3[N:21]=2)[CH:13]=[CH:14][CH:15]=1)(C(C)(C)C)(C)C.[H-].[Na+].I[CH3:34]. Product: [CH3:34][N:24]1[C:19]2[C:18]([N:25]3[CH2:26][CH2:27][O:28][CH2:29][CH2:30]3)=[N:17][C:16]([C:12]3[CH:11]=[C:10]([CH2:9][OH:8])[CH:15]=[CH:14][CH:13]=3)=[N:21][C:20]=2[CH:22]=[CH:23]1. The catalyst class is: 1. (8) Reactant: Br[C:2]1[CH:7]=[CH:6][C:5]([S:8][CH3:9])=[CH:4][C:3]=1[CH3:10].[Li]C(C)(C)C.[B:16](OC)([O:19]C)[O:17]C.Cl. Product: [CH3:10][C:3]1[CH:4]=[C:5]([S:8][CH3:9])[CH:6]=[CH:7][C:2]=1[B:16]([OH:19])[OH:17]. The catalyst class is: 27. (9) Reactant: ClC(Cl)C.[NH2:5][N:6]1[CH2:11][CH2:10][O:9][CH2:8][CH2:7]1.C([C@@H]1COC(=O)N1[C:25](=[O:47])[C@H:26]([CH2:30][C:31]1[C:36]([Cl:37])=[CH:35][C:34]([O:38][CH2:39][C:40]2[CH:45]=[CH:44][CH:43]=[CH:42][CH:41]=2)=[CH:33][C:32]=1[Cl:46])[CH2:27][CH:28]=O)C1C=CC=CC=1.C(O[BH-](OC(=O)C)OC(=O)C)(=O)C.[Na+]. Product: [CH2:39]([O:38][C:34]1[CH:33]=[C:32]([Cl:46])[C:31]([CH2:30][C@@H:26]2[CH2:27][CH2:28][N:5]([N:6]3[CH2:11][CH2:10][O:9][CH2:8][CH2:7]3)[C:25]2=[O:47])=[C:36]([Cl:37])[CH:35]=1)[C:40]1[CH:41]=[CH:42][CH:43]=[CH:44][CH:45]=1. The catalyst class is: 4.